This data is from TCR-epitope binding with 47,182 pairs between 192 epitopes and 23,139 TCRs. The task is: Binary Classification. Given a T-cell receptor sequence (or CDR3 region) and an epitope sequence, predict whether binding occurs between them. (1) The epitope is MMISAGFSL. The TCR CDR3 sequence is CASSLAGTYYGYTF. Result: 1 (the TCR binds to the epitope). (2) The epitope is IQYIDIGNY. The TCR CDR3 sequence is CASSRGTSDYEQYF. Result: 0 (the TCR does not bind to the epitope). (3) The epitope is HSKKKCDEL. The TCR CDR3 sequence is CASSSGVNTGELFF. Result: 0 (the TCR does not bind to the epitope). (4) The epitope is TLDSKTQSL. The TCR CDR3 sequence is CASSLGLAVNTDTQYF. Result: 0 (the TCR does not bind to the epitope). (5) The epitope is IPIQASLPF. The TCR CDR3 sequence is CASSQAPKNIQYF. Result: 1 (the TCR binds to the epitope). (6) The epitope is KLSYGIATV. The TCR CDR3 sequence is CARILRVAYEQHF. Result: 0 (the TCR does not bind to the epitope). (7) The epitope is RPPIFIRRL. The TCR CDR3 sequence is CASSQERLNTEAFF. Result: 0 (the TCR does not bind to the epitope).